The task is: Predict the product of the given reaction.. This data is from Forward reaction prediction with 1.9M reactions from USPTO patents (1976-2016). (1) The product is: [Br:28][C:29]1[CH:37]=[CH:36][CH:35]=[CH:34][C:30]=1[C:31]1[NH:27][C:20]2[CH:25]=[CH:24][CH:23]=[CH:22][C:21]=2[N:26]=1. Given the reactants CS(O)(=O)=O.O=P12OP3(OP(OP(O3)(O1)=O)(=O)O2)=O.[C:20]1([NH2:27])[CH:25]=[CH:24][CH:23]=[CH:22][C:21]=1[NH2:26].[Br:28][C:29]1[CH:37]=[CH:36][CH:35]=[CH:34][C:30]=1[C:31](O)=O.C(=O)([O-])[O-].[Na+].[Na+], predict the reaction product. (2) Given the reactants [Br:1][C:2]1[CH:3]=[CH:4][C:5]([CH2:8][C:9]([OH:11])=O)=[N:6][CH:7]=1.C1N=C[N:14](C(N2C=NC=C2)=O)C=1.[OH-].[NH4+], predict the reaction product. The product is: [Br:1][C:2]1[CH:3]=[CH:4][C:5]([CH2:8][C:9]([NH2:14])=[O:11])=[N:6][CH:7]=1. (3) Given the reactants [CH3:1][CH:2]([CH3:21])[CH2:3][C:4]1[CH:11]=[CH:10][C:9](B2OC(C)(C)C(C)(C)O2)=[CH:8][C:5]=1[C:6]#[N:7].Br[C:23]1[S:24][C:25]([Br:28])=[CH:26][N:27]=1.C([O-])([O-])=O.[Cs+].[Cs+].O, predict the reaction product. The product is: [Br:28][C:25]1[S:24][C:23]([C:9]2[CH:10]=[CH:11][C:4]([CH2:3][CH:2]([CH3:1])[CH3:21])=[C:5]([CH:8]=2)[C:6]#[N:7])=[N:27][CH:26]=1. (4) Given the reactants Br[C:2]1[CH:7]=[CH:6][C:5]([Cl:8])=[CH:4][C:3]=1[C:9](=[N:20][NH:21][C:22](=[NH:24])[NH2:23])[CH2:10][C:11]1[C:16]([F:17])=[CH:15][CH:14]=[C:13]([F:18])[C:12]=1[F:19].N, predict the reaction product. The product is: [Cl:8][C:5]1[CH:4]=[C:3]2[C:2](=[CH:7][CH:6]=1)[N:21]([C:22](=[NH:24])[NH2:23])[N:20]=[C:9]2[CH2:10][C:11]1[C:16]([F:17])=[CH:15][CH:14]=[C:13]([F:18])[C:12]=1[F:19]. (5) Given the reactants [O:1]([CH2:8][C:9]1[N:13]([CH2:14][C:15]2[CH:20]=[CH:19][C:18]([O:21][C:22]([F:25])([F:24])[F:23])=[CH:17][CH:16]=2)[C:12]2[CH:26]=[CH:27][C:28]([C:30]([OH:32])=O)=[CH:29][C:11]=2[N:10]=1)[C:2]1[CH:7]=[CH:6][CH:5]=[CH:4][CH:3]=1.CC(C)N=C=NC(C)C.[F:42][C:43]([F:54])([F:53])[C:44]1[CH:45]=[C:46]([CH:50]=[CH:51][CH:52]=1)[CH2:47][CH2:48][NH2:49], predict the reaction product. The product is: [F:42][C:43]([F:53])([F:54])[C:44]1[CH:45]=[C:46]([CH2:47][CH2:48][NH:49][C:30]([C:28]2[CH:27]=[CH:26][C:12]3[N:13]([CH2:14][C:15]4[CH:20]=[CH:19][C:18]([O:21][C:22]([F:24])([F:25])[F:23])=[CH:17][CH:16]=4)[C:9]([CH2:8][O:1][C:2]4[CH:3]=[CH:4][CH:5]=[CH:6][CH:7]=4)=[N:10][C:11]=3[CH:29]=2)=[O:32])[CH:50]=[CH:51][CH:52]=1. (6) Given the reactants [Cl:1][C:2]1[CH:7]=C[C:5]([N:8]2CCN(CCCC(O)=O)[C:10](=[O:20])[C@@H:9]2C)=[CH:4][C:3]=1OC(F)(F)F.C1C2(CCNC[C@H]2O)C1, predict the reaction product. The product is: [ClH:1].[CH2:2]1[C:3]2([CH2:4][CH2:5][NH:8][CH2:9][C@H:10]2[OH:20])[CH2:7]1.